Predict the product of the given reaction. From a dataset of Forward reaction prediction with 1.9M reactions from USPTO patents (1976-2016). (1) Given the reactants [C:1]([C:4]1[CH:5]=[CH:6][C:7]([N:14]([CH3:26])[CH:15]2[CH2:18][N:17]([C:19]([O:21][C:22]([CH3:25])([CH3:24])[CH3:23])=[O:20])[CH2:16]2)=[C:8]2[C:12]=1[NH:11][C:10](I)=[CH:9]2)(=[O:3])[NH2:2].[Li+].[Cl-].C([Sn](CCCC)(CCCC)[C:34]1[N:39]=[CH:38][C:37]([CH2:40][N:41]2[CH2:46][CH2:45][O:44][CH2:43][CH2:42]2)=[CH:36][CH:35]=1)CCC, predict the reaction product. The product is: [C:1]([C:4]1[CH:5]=[CH:6][C:7]([N:14]([CH3:26])[CH:15]2[CH2:18][N:17]([C:19]([O:21][C:22]([CH3:25])([CH3:24])[CH3:23])=[O:20])[CH2:16]2)=[C:8]2[C:12]=1[NH:11][C:10]([C:34]1[CH:35]=[CH:36][C:37]([CH2:40][N:41]3[CH2:46][CH2:45][O:44][CH2:43][CH2:42]3)=[CH:38][N:39]=1)=[CH:9]2)(=[O:3])[NH2:2]. (2) Given the reactants Cl.[CH3:2][N:3]([C:22]1[CH:27]=[CH:26][CH:25]=[CH:24][CH:23]=1)[C:4]1[N:9]=[C:8]([NH2:10])[N:7]=[C:6]([C:11]2[N:15]=[C:14]([CH:16]3[CH2:21][CH2:20][NH:19][CH2:18][CH2:17]3)[O:13][N:12]=2)[N:5]=1.[H-].[Na+].[CH2:30](Br)[C:31]1[CH:36]=[CH:35][CH:34]=[CH:33][CH:32]=1, predict the reaction product. The product is: [CH2:30]([N:19]1[CH2:18][CH2:17][CH:16]([C:14]2[O:13][N:12]=[C:11]([C:6]3[N:5]=[C:4]([N:3]([CH3:2])[C:22]4[CH:27]=[CH:26][CH:25]=[CH:24][CH:23]=4)[N:9]=[C:8]([NH2:10])[N:7]=3)[N:15]=2)[CH2:21][CH2:20]1)[C:31]1[CH:36]=[CH:35][CH:34]=[CH:33][CH:32]=1.